From a dataset of Drug-target binding data from BindingDB using IC50 measurements. Regression. Given a target protein amino acid sequence and a drug SMILES string, predict the binding affinity score between them. We predict pIC50 (pIC50 = -log10(IC50 in M); higher means more potent). Dataset: bindingdb_ic50. (1) The compound is COC(=O)N[C@H](C(=O)Nc1cncc(F)c1CC[C@@H]1CN[C@H](COC(=O)NCC(F)(F)F)CO1)C(c1ccccc1)c1ccccc1. The target protein sequence is PQITLWQRPFVTIKIEGQLKEALLDTGADDTVLEEMNLPGRWKPKMIGGIGGFIKVRQYDQIVIEICGKKAIGTVLVGPTPVNIIGRNLLTQIGCTLNF. The pIC50 is 8.4. (2) The compound is COc1ccc(-c2nc3ccc(OC)cc3s2)cc1. The target protein (Q27757) has sequence MEDKNILYGPEPFHPLADGTAGEQMFYALSRYADISGCIALTNAHTKENVLYEEFLKLSCRLAESFKKYGLKQNDTIAVCSENGLQFFLPLIASLYLGIIAAPVSDKYIERELIHSLGIVKPRIIFCSKNTFQKVLNVKSKLKYVETIIILDLNEDLGGYQCLNNFISQNSDINLDVKKFKPNSFNRDDQVALVMFSSGTTGVSKGVMLTHKNIVARFSHCKDPTFGNAINPTTAILTVIPFHHGFGMTTTLGYFTCGFRVALMHTFEEKLFLQSLQDYKVESTLLVPTLMAFFPKSALVEKYDLSHLKEIASGGAPLSKEIGEMVKKRFKLNFVRQGYGLTETTSAVLITPDTDVRPGSTGKIVPFHAVKVVDPTTGKILGPNETGELYFKGDMIMKSYYNNEEATKAIINKDGWLRSGDIAYYDNDGHFYIVDRLKSLIKYKGYQVAPAEIEGILLQHPYIVDAGVTGIPDEAAGELPAAGVVVQTGKYLNEQIVQNF.... The pIC50 is 4.3. (3) The target protein sequence is MSNGYEDHMAEDCRGDIGRTNLIVNYLPQNMTQDELRSLFSSIGEVESAKLIRDKVAGHSLGYGFVNYVTAKDAERAINTLNGLRLQSKTIKVSYARPSSEVIKDANLYISGLPRTMTQKDVEDMFSRFGRIINSRVLVDQTTGLSRGVAFIRFDKRSEAEEAITSFNGHKPPGSSEPIAVKFAANPNQNKNVALLSQLYHSPARRFGGPVHHQAQRFRFSPMGVDHMSGLSGVNVPGNASSGWCIFIYNLGQDADEGILWQMFGPFGAVTNVKVIRDFNTNKCKGFGFVTMTNYEEAAMAIASLNGYRLGDKILQVSFKTNKSHK. The small molecule is COC(=O)CC1OCC=C2CN3CCC45C6=CC(=O)C(=O)C([N+](=O)[O-])=C6NC4C1C2CC35. The pIC50 is 4.2. (4) The small molecule is COC(=O)c1c(C)c(=O)[nH]c2ccccc12. The target protein sequence is MRILQRALTFEDVLMVPRKSSVLPKDVSLKSRLTKNIRLNIPFISAAMDTVTEHKTAIAMARLGGIGIVHKNMDIQTQVKEITKVKKSESGVINDPIFIHAHKTLADAKVITDNYKISGVPVVDDKGLLIGILTNRDVRFETDLSKKVGDVMTKMPLVTAHVGISLDEASDLMHKHKIEKLPIVDKDNVLKGLITIKDIQKRIEYPEANKDDFGRLRVGAAIGVGQLDRAEMLVKAGVDVLVLDSAHGHSANILHTLEEIKKSLVVDVIVGNVVTKEATSDLISAGADAVKVGIGPGSICTTRIVAGVGMPQVSAIDNCVEVASKFDIPVIADGGIRYSGDVAKALALGASSVMIGSLLAGTEESPGDFMIYQGRQYKSYRGMGSIGAMTKGSSDRYFQEGVASEKLVPEGIEGRVPYRGKVSDMIFQLVGGVRSSMGYQGAKNILELYQNAEFVEITSAGLKESHVHGVDITKEAPNYYG. The pIC50 is 5.8. (5) The drug is COc1ccc(C(=O)c2cc(OC)c(OC)c(OC)c2)c(O)c1O. The pIC50 is 6.1. The target protein (P02550) has sequence MRECISIHVGQAGVQIGNACWELYCLEHGIQPDGQMPSDKTIGGGDDSFNTFFSETGAGKHVPRAVFVDLEPTVIDEVRTGTYRQLFHPEQLITGKEDAANNYARGHYTIGKEIIDLVLDRIRKLADQCTGLQGFSVFHSFGGGTGSGFTSLLMERLSVDYGKKSKLEFSIYPAPQVSTAVVEPYNSILTTHTTLEHSDCAFMVDNEAIYDICRRNLDIERPTYTNLNRLIGQIVSSITASLRFDGALNVDLTEFQTNLVPYPRAHFPLATYAPVISAEKAYHEQLSVAEITNACFEPANQMVKCDPRHGKYMACCLLYRGDVVPKDVNAAIATIKTKRTIQFVDWCPTGFKVGINYEPPTVVPGGDLAKVQRAVCMLSNTTAIAEAWARLDHKFDLMYAKRAFVHWYVGEGMEEGEFSEAREDMAALEKDYEEVGVDSVEGEGEEEGEEY. (6) The target protein sequence is MERKLHSGMHHATLRQLQESGCEIAPHNLMYPVFIVSNDDDVQPIASMPGISRFGLNRLKEHLEPLVAKGLSSVLLFGVVDPDMKDEQASNADSAKNPVVLALPKLREWFPDLLIACDVCICPYSSHGHCGLLGETGLENGPSIKRIAEIAVAYAKAGAHIVAPSDMMDNRVKAIKQALIDAQMNSVSLLAYSAKFTSNFYGPFREAAQSAPKFGDRRCYQLPSGSRSLAMRAIQRDVAEGADMLMVKPGMPYLDILRSTKDSYPYHTLYVYQVSGEFAMLYHAAKAGAFDLKDAVLEAMKGFRRAGADCIITYYTPFLLDIIGKVK. The pIC50 is 3.4. The small molecule is Cc1cccc(Cn2cnc3cc(C(=O)O)ccc32)c1. (7) The compound is Cc1cccc2ccc(N3CC[C@H](C(=O)N[C@H]4CCO[C@H](CO)C4)C(C)(C)C3)nc12. The target protein (A0SYQ0) has sequence MPPPVLALVSGQALPAFLLCSTLLVIKMYVVAVITGQVRLRKKAFANPEDALRHGGLQYCRSDQDVDRCLRAHRNDMETIYPFLFLGFVYSFLGPDPFIAQMHFLVFFLGRMVHTVAYLGKLRAPTRSLAYTVAQLPCASMALQIVWEAACHL. The pIC50 is 7.6.